The task is: Predict the reaction yield, written as a fraction of the theoretical maximum amount of product (1.0 means a 100% yield; for example, 0.34 means a 34% yield).. This data is from Reaction yield outcomes from USPTO patents with 853,638 reactions. (1) The yield is 0.420. The catalyst is C(Cl)Cl.CCCCCC.C(OCC)(=O)C. The reactants are [Cl:1][C:2]1[CH:3]=[C:4]2[C:8](=[CH:9][CH:10]=1)[N:7]([CH2:11][C:12]#[N:13])[C:6]([CH2:14][CH2:15][OH:16])=[C:5]2[S:17]([CH3:20])(=[O:19])=[O:18].F[B-](F)(F)F.[H+].[Si](C=[N+]=[N-])(C)(C)[CH3:28].O. The product is [Cl:1][C:2]1[CH:3]=[C:4]2[C:8](=[CH:9][CH:10]=1)[N:7]([CH2:11][C:12]#[N:13])[C:6]([CH2:14][CH2:15][O:16][CH3:28])=[C:5]2[S:17]([CH3:20])(=[O:19])=[O:18]. (2) The reactants are Br[C:2]1[N:7]=[C:6]2[N:8]([CH2:11][C:12]3[CH:13]=[C:14]4[C:19](=[CH:20][CH:21]=3)[N:18]=[CH:17][CH:16]=[CH:15]4)[N:9]=[N:10][C:5]2=[N:4][CH:3]=1.C(=O)([O-])[O-].[K+].[K+].[NH:28]1[CH2:32][CH2:31][CH:30]([C:33]([OH:35])=[O:34])[CH2:29]1. The catalyst is C(O)CCC. The product is [N:18]1[C:19]2[C:14](=[CH:13][C:12]([CH2:11][N:8]3[C:6]4=[N:7][C:2]([N:28]5[CH2:32][CH2:31][CH:30]([C:33]([OH:35])=[O:34])[CH2:29]5)=[CH:3][N:4]=[C:5]4[N:10]=[N:9]3)=[CH:21][CH:20]=2)[CH:15]=[CH:16][CH:17]=1. The yield is 0.390. (3) The reactants are [CH2:1]([O:3][C:4]([C:6]1[CH:7]=[C:8]2[C:13](=[CH:14][CH:15]=1)[NH:12][CH:11]([C:16]1[CH:21]=[CH:20][CH:19]=[C:18]([NH2:22])[CH:17]=1)[C:10]([CH3:24])([CH3:23])[CH2:9]2)=[O:5])[CH3:2].N1C=CC=CC=1.[CH2:31]([N:33]([CH2:37][CH3:38])[C:34](Cl)=[O:35])[CH3:32]. The catalyst is ClCCl. The product is [CH2:1]([O:3][C:4]([C:6]1[CH:7]=[C:8]2[C:13](=[CH:14][CH:15]=1)[NH:12][CH:11]([C:16]1[CH:21]=[CH:20][CH:19]=[C:18]([NH:22][C:34]([N:33]([CH2:37][CH3:38])[CH2:31][CH3:32])=[O:35])[CH:17]=1)[C:10]([CH3:23])([CH3:24])[CH2:9]2)=[O:5])[CH3:2]. The yield is 1.00. (4) The reactants are S(Cl)(Cl)=O.[Cl:5][C:6]1[C:14]([Cl:15])=[CH:13][CH:12]=[CH:11][C:7]=1[C:8]([OH:10])=O.[Al+3].[Cl-].[Cl-].[Cl-].[CH:20]1C=CC=C[CH:21]=1. The catalyst is ClC(Cl)C. The product is [Cl:15][C:14]1[C:6]([Cl:5])=[C:7]2[C:11]([CH2:20][CH2:21][C:8]2=[O:10])=[CH:12][CH:13]=1. The yield is 0.800. (5) The reactants are FC(F)(F)S(O[C:7]1[CH:16]=[C:15]2[C:10]([CH2:11][C@@H:12]([C:38](=[O:50])[NH:39][C@H:40]3[C:49]4[C:44](=[CH:45][CH:46]=[CH:47][CH:48]=4)[CH2:43][CH2:42][CH2:41]3)[N:13]([C:17](=[O:37])[C@@H:18]([NH:23][C:24](=[O:36])[C@@H:25]([N:27]([C:29]([O:31][C:32]([CH3:35])([CH3:34])[CH3:33])=[O:30])[CH3:28])[CH3:26])[C:19]([CH3:22])([CH3:21])[CH3:20])[CH2:14]2)=[CH:9][CH:8]=1)(=O)=O.[C:53]([C:55]1[CH:64]=[CH:63][C:58]([C:59]([O:61][CH3:62])=[O:60])=[CH:57][CH:56]=1)#[CH:54]. The catalyst is CN(C=O)C.C(OCC)(=O)C.C([O-])(O)=O.[Na+].[Cu]I.C1C=CC(P(C2C=CC=CC=2)[C-]2C=CC=C2)=CC=1.C1C=CC(P(C2C=CC=CC=2)[C-]2C=CC=C2)=CC=1.Cl[Pd]Cl.[Fe+2]. The product is [C:32]([O:31][C:29]([N:27]([CH3:28])[C@@H:25]([CH3:26])[C:24]([NH:23][C@@H:18]([C:19]([CH3:22])([CH3:21])[CH3:20])[C:17]([N:13]1[C@H:12]([C:38](=[O:50])[NH:39][C@H:40]2[C:49]3[C:44](=[CH:45][CH:46]=[CH:47][CH:48]=3)[CH2:43][CH2:42][CH2:41]2)[CH2:11][C:10]2[C:15](=[CH:16][C:7]([C:54]#[C:53][C:55]3[CH:64]=[CH:63][C:58]([C:59]([O:61][CH3:62])=[O:60])=[CH:57][CH:56]=3)=[CH:8][CH:9]=2)[CH2:14]1)=[O:37])=[O:36])=[O:30])([CH3:35])([CH3:34])[CH3:33]. The yield is 0.560. (6) The reactants are [CH3:1][N:2]1[C:6]([CH:7]2[O:14][C:11]3([CH2:13][CH2:12]3)[CH2:10][CH:9]([CH3:15])[O:8]2)=[C:5]([N+:16]([O-:18])=[O:17])[CH:4]=[N:3]1.C(=O)([O-])[O-].[Na+].[Na+].C([O-])(O)=O.[Na+]. The catalyst is C(Cl)Cl.[Ti](Cl)(Cl)(Cl)Cl. The product is [CH3:15][CH:9]1[CH2:10][C:11](=[O:14])[CH2:13][CH2:12][CH:7]([C:6]2[N:2]([CH3:1])[N:3]=[CH:4][C:5]=2[N+:16]([O-:18])=[O:17])[O:8]1. The yield is 0.750. (7) The reactants are C(O)C.[CH2:4]([O:11][C:12]1[CH:13]=[CH:14][C:15]([CH2:18][C:19]#[N:20])=[N:16][CH:17]=1)[C:5]1[CH:10]=[CH:9][CH:8]=[CH:7][CH:6]=1.[Cl-].[OH:22][NH3+:23].C(=O)([O-])[O-].[K+].[K+]. The catalyst is O. The product is [CH2:4]([O:11][C:12]1[CH:13]=[CH:14][C:15]([CH2:18][C:19]([NH:23][OH:22])=[NH:20])=[N:16][CH:17]=1)[C:5]1[CH:6]=[CH:7][CH:8]=[CH:9][CH:10]=1. The yield is 0.270. (8) The reactants are [Br:1][C:2]1[C:3]([CH3:11])=[CH:4][C:5]2[N:6]([CH:8]=[CH:9][N:10]=2)[CH:7]=1.C([O-])(=O)C.[Na+].[I:17]I. The catalyst is CO. The product is [Br:1][C:2]1[C:3]([CH3:11])=[CH:4][C:5]2[N:6]([C:8]([I:17])=[CH:9][N:10]=2)[CH:7]=1. The yield is 0.410.